Task: Regression. Given a peptide amino acid sequence and an MHC pseudo amino acid sequence, predict their binding affinity value. This is MHC class I binding data.. Dataset: Peptide-MHC class I binding affinity with 185,985 pairs from IEDB/IMGT (1) The peptide sequence is YTKKYLLSF. The MHC is HLA-A26:01 with pseudo-sequence HLA-A26:01. The binding affinity (normalized) is 0.936. (2) The peptide sequence is IPVSTNGKI. The MHC is HLA-B18:01 with pseudo-sequence HLA-B18:01. The binding affinity (normalized) is 0.0847. (3) The binding affinity (normalized) is 0.794. The peptide sequence is LEVKFNAPA. The MHC is HLA-B40:02 with pseudo-sequence HLA-B40:02. (4) The peptide sequence is RYSNFAWYF. The MHC is HLA-A02:01 with pseudo-sequence HLA-A02:01. The binding affinity (normalized) is 0.0847. (5) The peptide sequence is TQIGCTLNF. The MHC is HLA-A29:02 with pseudo-sequence HLA-A29:02. The binding affinity (normalized) is 0.311. (6) The binding affinity (normalized) is 0.510. The MHC is H-2-Kd with pseudo-sequence H-2-Kd. The peptide sequence is AGGAAYASI.